Dataset: Full USPTO retrosynthesis dataset with 1.9M reactions from patents (1976-2016). Task: Predict the reactants needed to synthesize the given product. (1) The reactants are: C1([O:7][C:8](=O)[NH:9][C:10]2[CH:15]=[CH:14][C:13]([O:16][C:17]3[C:26]4[C:21](=[CH:22][C:23]([O:30][CH3:31])=[C:24]([C:27](=[O:29])[NH2:28])[CH:25]=4)[N:20]=[CH:19][CH:18]=3)=[CH:12][C:11]=2[CH3:32])C=CC=CC=1.CS(C)=O.[CH2:38]([NH2:40])[CH3:39].O1CCCC1. Given the product [C:27]([C:24]1[CH:25]=[C:26]2[C:21](=[CH:22][C:23]=1[O:30][CH3:31])[N:20]=[CH:19][CH:18]=[C:17]2[O:16][C:13]1[CH:14]=[CH:15][C:10]([NH:9][C:8]([NH:40][CH2:38][CH3:39])=[O:7])=[C:11]([CH3:32])[CH:12]=1)(=[O:29])[NH2:28], predict the reactants needed to synthesize it. (2) Given the product [C:1]([O:5][C:6]([N:8]1[CH2:13][CH:12]=[C:11]([C:14]2[NH:23][C:17]3[N:18]=[CH:19][N:20]=[C:21]([NH:30][C:26]4[CH:25]=[C:24]([C:31]5[CH:32]=[CH:33][CH:34]=[CH:35][CH:36]=5)[CH:29]=[CH:28][CH:27]=4)[C:16]=3[CH:15]=2)[CH2:10][CH2:9]1)=[O:7])([CH3:4])([CH3:3])[CH3:2], predict the reactants needed to synthesize it. The reactants are: [C:1]([O:5][C:6]([N:8]1[CH2:13][CH:12]=[C:11]([C:14]2[NH:23][C:17]3[N:18]=[CH:19][N:20]=[C:21](Cl)[C:16]=3[CH:15]=2)[CH2:10][CH2:9]1)=[O:7])([CH3:4])([CH3:3])[CH3:2].[C:24]1([C:31]2[CH:36]=[CH:35][CH:34]=[CH:33][CH:32]=2)[CH:29]=[CH:28][CH:27]=[C:26]([NH2:30])[CH:25]=1. (3) Given the product [Br:1][C:2]1[CH:7]=[CH:6][C:5]([CH:8]=[CH2:9])=[C:4]([O:19][CH2:14][CH3:13])[CH:3]=1, predict the reactants needed to synthesize it. The reactants are: [Br:1][C:2]1[CH:7]=[CH:6][C:5]([CH:8]=[CH2:9])=[C:4](C)[CH:3]=1.BrC1C=CC(I)=[C:14]([O:19]CC)[CH:13]=1.C[Si](C)(C)C=C. (4) Given the product [CH2:1]([O:4][N:5]=[C:6]1[CH2:10][N:9]([C:11](=[O:13])[CH:27]([C:21]2[CH:22]=[CH:23][CH:24]=[CH:25][CH:26]=2)[C:31]2[CH:32]=[CH:33][CH:34]=[CH:35][CH:36]=2)[C@H:8]([C:18]([NH:43][CH2:42][C:41]2[CH:44]=[CH:45][C:46]([O:47][CH3:48])=[C:39]([O:38][CH3:37])[CH:40]=2)=[O:20])[CH2:7]1)[CH:2]=[CH2:3], predict the reactants needed to synthesize it. The reactants are: [CH2:1]([O:4][N:5]=[C:6]1[CH2:10][N:9]([C:11]([O:13]C(C)(C)C)=O)[C@H:8]([C:18]([OH:20])=O)[CH2:7]1)[CH:2]=[CH2:3].[C:21]1([CH:27]([C:31]2[CH:36]=[CH:35][CH:34]=[CH:33][CH:32]=2)C(Cl)=O)[CH:26]=[CH:25][CH:24]=[CH:23][CH:22]=1.[CH3:37][O:38][C:39]1[CH:40]=[C:41]([CH:44]=[CH:45][C:46]=1[O:47][CH3:48])[CH2:42][NH2:43].